From a dataset of Forward reaction prediction with 1.9M reactions from USPTO patents (1976-2016). Predict the product of the given reaction. (1) Given the reactants [F:1][C:2]1[CH:31]=[CH:30][CH:29]=[CH:28][C:3]=1[CH2:4][N:5]1[C:13]2[C:8](=[CH:9][CH:10]=[CH:11][CH:12]=2)[C:7]([C:14]2[N:19]=[C:18]([NH:20][C:21]3[CH:26]=[CH:25][N:24]=[CH:23][CH:22]=3)[C:17]([OH:27])=[CH:16][N:15]=2)=[N:6]1.Br[CH2:33][CH:34]([OH:37])[CH2:35][OH:36].C(=O)([O-])[O-].[K+].[K+], predict the reaction product. The product is: [F:1][C:2]1[CH:31]=[CH:30][CH:29]=[CH:28][C:3]=1[CH2:4][N:5]1[C:13]2[C:8](=[CH:9][CH:10]=[CH:11][CH:12]=2)[C:7]([C:14]2[N:19]=[C:18]([NH:20][C:21]3[CH:26]=[CH:25][N:24]=[CH:23][CH:22]=3)[C:17]([O:27][CH2:33][CH:34]([OH:37])[CH2:35][OH:36])=[CH:16][N:15]=2)=[N:6]1. (2) Given the reactants C([Cu])#N.[CH2:4]([O:6][C:7](=[O:12])/[CH:8]=[C:9](\I)/[CH3:10])[CH3:5].CO[CH2:15][CH2:16][O:17][CH3:18], predict the reaction product. The product is: [CH2:4]([O:6][C:7](=[O:12])/[CH:8]=[C:9](\[C:8]1[CH:9]=[CH:10][C:16]([O:17][CH3:18])=[CH:15][CH:7]=1)/[CH3:10])[CH3:5]. (3) Given the reactants [CH3:1][C:2]1[CH:3]=[CH:4][C:5]([C:21]([NH:23][C:24]2[CH:25]=[C:26]([C:36]([F:39])([F:38])[F:37])[CH:27]=[C:28]([N:30]3[CH:34]=[N:33][C:32]([CH3:35])=[CH:31]3)[CH:29]=2)=[O:22])=[CH:6][C:7]=1[NH:8][C:9]1[N:10]=[CH:11][CH:12]=[C:13]([C:15]2[CH:16]=[CH:17][CH:18]=[N:19][CH:20]=2)[N:14]=1.[C@:40]12([CH2:50][S:51]([OH:54])(=[O:53])=[O:52])[C:47]([CH3:49])([CH3:48])[CH:44]([CH2:45][CH2:46]1)[CH2:43][C:41]2=[O:42], predict the reaction product. The product is: [CH3:1][C:2]1[CH:3]=[CH:4][C:5]([C:21]([NH:23][C:24]2[CH:25]=[C:26]([C:36]([F:38])([F:39])[F:37])[CH:27]=[C:28]([N:30]3[CH:34]=[N:33][C:32]([CH3:35])=[CH:31]3)[CH:29]=2)=[O:22])=[CH:6][C:7]=1[NH:8][C:9]1[N:10]=[CH:11][CH:12]=[C:13]([C:15]2[CH:16]=[CH:17][CH:18]=[N:19][CH:20]=2)[N:14]=1.[C:40]12([CH2:50][S:51]([O-:54])(=[O:52])=[O:53])[C:47]([CH3:49])([CH3:48])[CH:44]([CH2:45][CH2:46]1)[CH2:43][C:41]2=[O:42]. (4) Given the reactants [C:1]([O:5][C:6]([N:8]1[CH2:13][CH2:12][CH:11]([C:14](=[O:23])[CH2:15][C:16]2[CH:21]=[CH:20][CH:19]=[CH:18][C:17]=2Br)[CH2:10][CH2:9]1)=[O:7])([CH3:4])([CH3:3])[CH3:2].[N:24]1[CH:29]=[CH:28][CH:27]=[C:26](B2OCCCO2)[CH:25]=1.C(=O)([O-])[O-].[Cs+].[Cs+].O, predict the reaction product. The product is: [C:1]([O:5][C:6]([N:8]1[CH2:13][CH2:12][CH:11]([C:14](=[O:23])[CH2:15][C:16]2[CH:21]=[CH:20][CH:19]=[CH:18][C:17]=2[C:26]2[CH:25]=[N:24][CH:29]=[CH:28][CH:27]=2)[CH2:10][CH2:9]1)=[O:7])([CH3:4])([CH3:3])[CH3:2]. (5) Given the reactants [C:1]([C:4]1[N:5]=[C:6]2[C:12]3[CH:13]=[C:14]([C:18]#[C:19][C:20]([OH:23])([CH3:22])[CH3:21])[C:15]([F:17])=[CH:16][C:11]=3[O:10][CH2:9][CH2:8][N:7]2[C:24]=1[C:25](O)=[O:26])(=[O:3])[NH2:2].O1CC(N)C1, predict the reaction product. The product is: [F:17][C:15]1[C:14]([C:18]#[C:19][C:20]([OH:23])([CH3:21])[CH3:22])=[CH:13][C:12]2[C:6]3[N:7]([C:24]([CH2:25][OH:26])=[C:4]([C:1]([NH2:2])=[O:3])[N:5]=3)[CH2:8][CH2:9][O:10][C:11]=2[CH:16]=1. (6) Given the reactants Br[C:2]1[CH:3]=[C:4]([C:9]2[N:10]=[C:11]([CH:21]([CH3:23])[CH3:22])[NH:12][C:13]=2[C:14]2[CH:19]=[CH:18][CH:17]=[C:16]([CH3:20])[N:15]=2)[CH:5]=[CH:6][C:7]=1[F:8].[CH3:24][N:25]1[CH:29]=[C:28](B2OC(C)(C)C(C)(C)O2)[CH:27]=[N:26]1, predict the reaction product. The product is: [F:8][C:7]1[CH:6]=[CH:5][C:4]([C:9]2[NH:10][C:11]([CH:21]([CH3:23])[CH3:22])=[N:12][C:13]=2[C:14]2[CH:19]=[CH:18][CH:17]=[C:16]([CH3:20])[N:15]=2)=[CH:3][C:2]=1[C:28]1[CH:27]=[N:26][N:25]([CH3:24])[CH:29]=1.